Dataset: Catalyst prediction with 721,799 reactions and 888 catalyst types from USPTO. Task: Predict which catalyst facilitates the given reaction. Reactant: F[C:2]1[CH:3]=[CH:4][C:5]([N+:9]([O-:11])=[O:10])=[C:6]([CH3:8])[CH:7]=1.[C:12]([N:19]1[CH2:24][CH2:23][NH:22][CH2:21][CH2:20]1)([O:14][C:15]([CH3:18])([CH3:17])[CH3:16])=[O:13].C(=O)([O-])[O-].[K+].[K+].CN(C=O)C. Product: [CH3:8][C:6]1[CH:7]=[C:2]([N:22]2[CH2:21][CH2:20][N:19]([C:12]([O:14][C:15]([CH3:18])([CH3:17])[CH3:16])=[O:13])[CH2:24][CH2:23]2)[CH:3]=[CH:4][C:5]=1[N+:9]([O-:11])=[O:10]. The catalyst class is: 6.